This data is from TCR-epitope binding with 47,182 pairs between 192 epitopes and 23,139 TCRs. The task is: Binary Classification. Given a T-cell receptor sequence (or CDR3 region) and an epitope sequence, predict whether binding occurs between them. (1) The epitope is FSKQLQQSM. The TCR CDR3 sequence is CASSEVGKGNQPQHF. Result: 0 (the TCR does not bind to the epitope). (2) The epitope is KLWAQCVQL. The TCR CDR3 sequence is CASSGTSLSSYEQYF. Result: 1 (the TCR binds to the epitope). (3) The epitope is YLQPRTFLL. The TCR CDR3 sequence is CASGPDLGYTF. Result: 1 (the TCR binds to the epitope). (4) The epitope is GTSGSPIINR. The TCR CDR3 sequence is CASSLGGTDYNEQFF. Result: 1 (the TCR binds to the epitope). (5) The epitope is GTHWFVTQR. The TCR CDR3 sequence is CASSPVAITSGFPTDTQYF. Result: 1 (the TCR binds to the epitope). (6) The epitope is IPSINVHHY. The TCR CDR3 sequence is CASSIPGLAGQETQYF. Result: 1 (the TCR binds to the epitope). (7) The epitope is VTEHDTLLY. The TCR CDR3 sequence is CASTHAGRPYEQYF. Result: 1 (the TCR binds to the epitope).